From a dataset of Catalyst prediction with 721,799 reactions and 888 catalyst types from USPTO. Predict which catalyst facilitates the given reaction. (1) Reactant: Br[C:2]1[N:7]=[C:6]([C:8]([OH:10])=[O:9])[CH:5]=[CH:4][C:3]=1[F:11].[CH2:12]([O:19][C:20]1[CH:25]=[CH:24][C:23](B(O)O)=[C:22]([F:29])[CH:21]=1)[C:13]1[CH:18]=[CH:17][CH:16]=[CH:15][CH:14]=1. Product: [CH2:12]([O:19][C:20]1[CH:25]=[CH:24][C:23]([C:2]2[N:7]=[C:6]([C:8]([OH:10])=[O:9])[CH:5]=[CH:4][C:3]=2[F:11])=[C:22]([F:29])[CH:21]=1)[C:13]1[CH:14]=[CH:15][CH:16]=[CH:17][CH:18]=1. The catalyst class is: 462. (2) Reactant: [Cl:1][C:2]1[CH:3]=[C:4]2[C:13](=[CH:14][CH:15]=1)[C:12](=[O:16])[C:11]1[C:10]([OH:17])=[CH:9][C:8]([OH:18])=[CH:7][C:6]=1[N:5]2[CH3:19].Cl[C:21]1C=C2C(=CC=1)C(=O)C1C(O)=CC(O)=CC=1N2.C(=O)([O-])[O-].[K+].[K+].IC. Product: [Cl:1][C:2]1[CH:3]=[C:4]2[C:13](=[CH:14][CH:15]=1)[C:12](=[O:16])[C:11]1[C:10]([OH:17])=[CH:9][C:8]([O:18][CH3:21])=[CH:7][C:6]=1[N:5]2[CH3:19]. The catalyst class is: 21. (3) Reactant: [CH:1]1([N:4]2[CH2:9][C:8]3([CH2:14][CH2:13][N:12]([S:15]([C:18]4[CH:23]=[CH:22][C:21](B5OC(C)(C)C(C)(C)O5)=[CH:20][CH:19]=4)(=[O:17])=[O:16])[CH2:11][CH2:10]3)[O:7][CH2:6][C:5]2=[O:33])[CH2:3][CH2:2]1.Br[C:35]1[CH:44]=[C:43]2[C:38]([CH:39]=[C:40]([Cl:45])[CH:41]=[N:42]2)=[CH:37][CH:36]=1.C(=O)([O-])[O-].[K+].[K+]. Product: [Cl:45][C:40]1[CH:41]=[N:42][C:43]2[C:38]([CH:39]=1)=[CH:37][CH:36]=[C:35]([C:21]1[CH:20]=[CH:19][C:18]([S:15]([N:12]3[CH2:11][CH2:10][C:8]4([O:7][CH2:6][C:5](=[O:33])[N:4]([CH:1]5[CH2:3][CH2:2]5)[CH2:9]4)[CH2:14][CH2:13]3)(=[O:16])=[O:17])=[CH:23][CH:22]=1)[CH:44]=2. The catalyst class is: 70. (4) Reactant: [Cl:1][C:2]1[CH:8]=[C:7]([O:9][C:10]2[C:19]3[C:14](=[CH:15][C:16]([O:22][CH3:23])=[C:17]([O:20][CH3:21])[CH:18]=3)[N:13]=[CH:12][N:11]=2)[CH:6]=[CH:5][C:3]=1[NH2:4].Cl[C:25](Cl)([O:27][C:28](=[O:34])OC(Cl)(Cl)Cl)Cl.[CH:36]1([CH2:42]CO)[CH2:41][CH2:40][CH2:39][CH2:38][CH2:37]1.C(=O)(O)[O-].[Na+]. Product: [Cl:1][C:2]1[CH:8]=[C:7]([O:9][C:10]2[C:19]3[C:14](=[CH:15][C:16]([O:22][CH3:23])=[C:17]([O:20][CH3:21])[CH:18]=3)[N:13]=[CH:12][N:11]=2)[CH:6]=[CH:5][C:3]=1[NH:4][C:28](=[O:34])[O:27][CH2:25][CH2:42][CH:36]1[CH2:41][CH2:40][CH2:39][CH2:38][CH2:37]1. The catalyst class is: 208. (5) Product: [F:1][C:2]1[CH:3]=[CH:4][C:5]([O:39][CH3:40])=[C:6]([C:8]2[CH:13]=[CH:12][N:11]=[C:10]3[NH:14][C:15]([C:17]4[CH2:22][CH2:21][NH:20][CH2:19][CH:18]=4)=[CH:16][C:9]=23)[CH:7]=1. The catalyst class is: 346. Reactant: [F:1][C:2]1[CH:3]=[CH:4][C:5]([O:39][CH3:40])=[C:6]([C:8]2[CH:13]=[CH:12][N:11]=[C:10]3[N:14](S(C4C=CC=CC=4)(=O)=O)[C:15]([C:17]4[CH2:22][CH2:21][N:20](C(OC(C)(C)C)=O)[CH2:19][CH:18]=4)=[CH:16][C:9]=23)[CH:7]=1.[OH-].[Na+].FC(F)(F)C(O)=O.